Dataset: TCR-epitope binding with 47,182 pairs between 192 epitopes and 23,139 TCRs. Task: Binary Classification. Given a T-cell receptor sequence (or CDR3 region) and an epitope sequence, predict whether binding occurs between them. (1) The epitope is FLNRFTTTL. The TCR CDR3 sequence is CASSAQGDSYEQYF. Result: 0 (the TCR does not bind to the epitope). (2) The epitope is FLNRFTTTL. The TCR CDR3 sequence is CASSEGEKQFF. Result: 1 (the TCR binds to the epitope). (3) The epitope is EEHVQIHTI. The TCR CDR3 sequence is CASSPYGGAYEQFF. Result: 1 (the TCR binds to the epitope). (4) The epitope is YLQPRTFLL. The TCR CDR3 sequence is CASEDRNTGELFF. Result: 1 (the TCR binds to the epitope). (5) The epitope is LLWNGPMAV. The TCR CDR3 sequence is CASSLGGNQPQHF. Result: 0 (the TCR does not bind to the epitope). (6) The epitope is RLQSLQTYV. The TCR CDR3 sequence is CASRGLVDRTYGYTF. Result: 0 (the TCR does not bind to the epitope). (7) The epitope is MPASWVMRI. The TCR CDR3 sequence is CASSITGTGGEAFF. Result: 1 (the TCR binds to the epitope). (8) The epitope is TSDLATNNLVVMAY. The TCR CDR3 sequence is CASSLGGGDGYTF. Result: 0 (the TCR does not bind to the epitope). (9) The epitope is GTSGSPIIDK. The TCR CDR3 sequence is CASSRGAYEQYF. Result: 0 (the TCR does not bind to the epitope).